Dataset: Forward reaction prediction with 1.9M reactions from USPTO patents (1976-2016). Task: Predict the product of the given reaction. (1) Given the reactants [O:1]=[C:2]1[CH2:7][S:6][C:5]2[CH:8]=[CH:9][C:10]([C:12]([OH:14])=O)=[N:11][C:4]=2[NH:3]1.[CH3:15][O:16][C:17]1[CH:26]=[C:25]2[C:20]([N:21]=[CH:22][C:23]([S:27][CH2:28][CH2:29][N:30]3[CH2:35][CH2:34][CH:33]([NH2:36])[CH2:32][CH2:31]3)=[N:24]2)=[CH:19][CH:18]=1, predict the reaction product. The product is: [CH3:15][O:16][C:17]1[CH:26]=[C:25]2[C:20]([N:21]=[CH:22][C:23]([S:27][CH2:28][CH2:29][N:30]3[CH2:31][CH2:32][CH:33]([NH:36][C:12]([C:10]4[CH:9]=[CH:8][C:5]5[S:6][CH2:7][C:2](=[O:1])[NH:3][C:4]=5[N:11]=4)=[O:14])[CH2:34][CH2:35]3)=[N:24]2)=[CH:19][CH:18]=1. (2) Given the reactants C(OC([N:11]([CH2:15][C:16]1[CH:21]=[C:20]([C:22]([F:25])([F:24])[F:23])[CH:19]=[CH:18][C:17]=1[C:26]1[C:31]([O:32][CH3:33])=[CH:30][CH:29]=[C:28]([CH2:34][C:35]([OH:37])=[O:36])[CH:27]=1)[CH:12]1[CH2:14][CH2:13]1)=O)C1C=CC=CC=1, predict the reaction product. The product is: [CH:12]1([NH:11][CH2:15][C:16]2[CH:21]=[C:20]([C:22]([F:24])([F:25])[F:23])[CH:19]=[CH:18][C:17]=2[C:26]2[C:31]([O:32][CH3:33])=[CH:30][CH:29]=[C:28]([CH2:34][C:35]([OH:37])=[O:36])[CH:27]=2)[CH2:14][CH2:13]1. (3) Given the reactants [Br:1][C:2]1[CH:9]=[CH:8][C:5]([CH:6]=O)=[CH:4][CH:3]=1.Cl.[NH2:11][CH2:12][C:13]([O:15][C:16]([CH3:19])([CH3:18])[CH3:17])=[O:14].[O-]S([O-])(=O)=O.[Mg+2].[BH4-].[Na+], predict the reaction product. The product is: [Br:1][C:2]1[CH:9]=[CH:8][C:5]([CH2:6][NH:11][CH2:12][C:13]([O:15][C:16]([CH3:19])([CH3:18])[CH3:17])=[O:14])=[CH:4][CH:3]=1.